Dataset: Full USPTO retrosynthesis dataset with 1.9M reactions from patents (1976-2016). Task: Predict the reactants needed to synthesize the given product. (1) The reactants are: [Na].[H-].[N:3]1[N:4]=[CH:5][N:6]([NH:8][C:9]2[CH:16]=[CH:15][C:12]([C:13]#[N:14])=[CH:11][CH:10]=2)[CH:7]=1.Br[CH2:18][C:19]1[CH:20]=[CH:21][C:22]([F:34])=[C:23]([O:25][C:26](=[O:33])[C:27]2[CH:32]=[CH:31][CH:30]=[CH:29][CH:28]=2)[CH:24]=1. Given the product [C:13]([C:12]1[CH:11]=[CH:10][C:9]([N:8]([CH2:18][C:19]2[CH:20]=[CH:21][C:22]([F:34])=[C:23]([O:25][C:26](=[O:33])[C:27]3[CH:32]=[CH:31][CH:30]=[CH:29][CH:28]=3)[CH:24]=2)[N:6]2[CH:5]=[N:4][N:3]=[CH:7]2)=[CH:16][CH:15]=1)#[N:14], predict the reactants needed to synthesize it. (2) Given the product [Cl:1][C:2]1[CH:3]=[C:4]([CH:5]=[CH:6][C:7]=1[Cl:8])[O:9][C:11]1[C:20]([CH:21]=[O:22])=[CH:19][C:18]2[C:13](=[CH:14][CH:15]=[CH:16][CH:17]=2)[N:12]=1, predict the reactants needed to synthesize it. The reactants are: [Cl:1][C:2]1[CH:3]=[C:4]([OH:9])[CH:5]=[CH:6][C:7]=1[Cl:8].Cl[C:11]1[C:20]([CH:21]=[O:22])=[CH:19][C:18]2[C:13](=[CH:14][CH:15]=[CH:16][CH:17]=2)[N:12]=1. (3) Given the product [Cl:12][C:6]1[CH:7]=[C:8]([O:11][C:14]2[C:23]3[C:18](=[CH:19][C:20]([O:26][CH3:27])=[C:21]([O:24][CH3:25])[CH:22]=3)[N:17]=[CH:16][N:15]=2)[CH:9]=[CH:10][C:5]=1[NH2:4], predict the reactants needed to synthesize it. The reactants are: [H-].[Na+].Cl.[NH2:4][C:5]1[CH:10]=[CH:9][C:8]([OH:11])=[CH:7][C:6]=1[Cl:12].Cl[C:14]1[C:23]2[C:18](=[CH:19][C:20]([O:26][CH3:27])=[C:21]([O:24][CH3:25])[CH:22]=2)[N:17]=[CH:16][N:15]=1.ClC1N=CC2C(=CC=CC=2)N=1. (4) Given the product [C:3]([O:17][C:16](=[O:18])[NH:15][C@H:14]1[CH2:13][C@@H:12]([N:30]2[CH2:31][CH2:32][C:26]3([CH2:27][CH2:28][N:24]([S:21]([CH3:20])(=[O:22])=[O:23])[CH2:25]3)[CH2:29]2)[CH2:11][O:10][C@@H:9]1[C:3]1[CH:4]=[C:5]([F:8])[CH:6]=[CH:7][C:2]=1[F:1])([CH3:9])([CH3:4])[CH3:2], predict the reactants needed to synthesize it. The reactants are: [F:1][C:2]1[CH:7]=[CH:6][C:5]([F:8])=[CH:4][C:3]=1[C@@H:9]1[C@@H:14]([NH:15][C:16](=[O:18])[O-:17])[CH2:13][C:12](=O)[CH2:11][O:10]1.[CH3:20][S:21]([N:24]1[CH2:28][CH2:27][C:26]2([CH2:32][CH2:31][NH:30][CH2:29]2)[CH2:25]1)(=[O:23])=[O:22].[B][B][B][B][B][B][B][B][B][B]. (5) Given the product [Cl:1][C:2]1[CH:9]=[CH:8][C:5]([CH:6]2[CH2:7][CH:12]2[C:13]([OH:15])=[O:14])=[CH:4][CH:3]=1, predict the reactants needed to synthesize it. The reactants are: [Cl:1][C:2]1[CH:9]=[CH:8][C:5]([CH:6]=[CH2:7])=[CH:4][CH:3]=1.[N+](=[CH:12][C:13]([O:15]CC)=[O:14])=[N-]. (6) Given the product [NH2:19][CH2:18][C:16]1([OH:20])[CH2:17][N:14]([CH:1]([C:2]2[CH:7]=[CH:6][CH:5]=[CH:4][CH:3]=2)[C:8]2[CH:13]=[CH:12][CH:11]=[CH:10][CH:9]=2)[CH2:15]1, predict the reactants needed to synthesize it. The reactants are: [CH:1]([N:14]1[CH2:17][C:16]([O:20][Si](C)(C)C)([C:18]#[N:19])[CH2:15]1)([C:8]1[CH:13]=[CH:12][CH:11]=[CH:10][CH:9]=1)[C:2]1[CH:7]=[CH:6][CH:5]=[CH:4][CH:3]=1.CSC.B. (7) Given the product [Br:32][CH:33]([CH3:37])[C:34]([NH:30][CH2:29][C:28]([NH:27][CH2:26][CH2:25][N:8]([CH2:7][CH2:6][NH:5][C:3](=[O:4])[CH2:2][NH:1][C:34](=[O:35])[CH:33]([Br:32])[CH3:37])[C:9](=[O:24])[C:10]1[C:18]([I:19])=[C:17]([NH:20][CH2:21][C:34](=[O:35])[CH:33]([Br:32])[CH3:37])[C:16]([I:22])=[C:12]([C:13]([OH:15])=[O:14])[C:11]=1[I:23])=[O:31])=[O:35], predict the reactants needed to synthesize it. The reactants are: [NH2:1][CH2:2][C:3]([NH:5][CH2:6][CH2:7][N:8]([CH2:25][CH2:26][NH:27][C:28](=[O:31])[CH2:29][NH2:30])[C:9](=[O:24])[C:10]1[C:18]([I:19])=[C:17]([NH:20][CH3:21])[C:16]([I:22])=[C:12]([C:13]([OH:15])=[O:14])[C:11]=1[I:23])=[O:4].[Br:32][CH:33]([CH3:37])[C:34](Br)=[O:35].